This data is from Catalyst prediction with 721,799 reactions and 888 catalyst types from USPTO. The task is: Predict which catalyst facilitates the given reaction. Reactant: [NH2:1][C:2]1[CH:7]=[CH:6][C:5]([Cl:8])=[CH:4][C:3]=1[C:9]([C:11]1[CH:16]=[CH:15][CH:14]=[CH:13][CH:12]=1)=O.O=[C:18]([CH3:31])[CH2:19][C:20]([O:22][C@@H:23]([C:25]1[CH:30]=[CH:29][CH:28]=[CH:27][CH:26]=1)[CH3:24])=[O:21].[O-]S(C(F)(F)F)(=O)=O.[Yb+3].[O-]S(C(F)(F)F)(=O)=O.[O-]S(C(F)(F)F)(=O)=O. Product: [Cl:8][C:5]1[CH:4]=[C:3]2[C:2](=[CH:7][CH:6]=1)[N:1]=[C:18]([CH3:31])[C:19]([C:20]([O:22][C@@H:23]([C:25]1[CH:30]=[CH:29][CH:28]=[CH:27][CH:26]=1)[CH3:24])=[O:21])=[C:9]2[C:11]1[CH:16]=[CH:15][CH:14]=[CH:13][CH:12]=1. The catalyst class is: 621.